This data is from Aqueous solubility values for 9,982 compounds from the AqSolDB database. The task is: Regression/Classification. Given a drug SMILES string, predict its absorption, distribution, metabolism, or excretion properties. Task type varies by dataset: regression for continuous measurements (e.g., permeability, clearance, half-life) or binary classification for categorical outcomes (e.g., BBB penetration, CYP inhibition). For this dataset (solubility_aqsoldb), we predict Y. (1) The compound is Nc1ccc(-c2ccc(N)c3c2C(=O)c2ccccc2C3=O)c2c1C(=O)c1ccccc1C2=O. The Y is -6.29 log mol/L. (2) The compound is CCCCOCCC(=O)OC. The Y is -1.29 log mol/L. (3) The molecule is Cc1onc(NS(=O)(=O)c2ccc(N)cc2)c1C. The Y is -2.19 log mol/L. (4) The drug is CC/C=C\CC1=C(C)CCC1=O. The Y is -2.05 log mol/L. (5) The compound is Cc1ccc(OP(=O)(Oc2ccccc2)Oc2ccccc2)cc1. The Y is -6.15 log mol/L. (6) The molecule is CCCCCCCC=O. The Y is -2.36 log mol/L. (7) The molecule is CC1CCOC1. The Y is 0.0901 log mol/L.